The task is: Predict which catalyst facilitates the given reaction.. This data is from Catalyst prediction with 721,799 reactions and 888 catalyst types from USPTO. (1) Reactant: [OH:1][C:2]([C:5]1[CH:10]=[CH:9][C:8]([CH2:11][C:12](=[O:15])C=O)=[CH:7][CH:6]=1)([CH3:4])[CH3:3].I([O-])(=O)(=O)=O.[Na+]. Product: [OH:1][C:2]([C:5]1[CH:10]=[CH:9][C:8]([CH2:11][CH:12]=[O:15])=[CH:7][CH:6]=1)([CH3:4])[CH3:3]. The catalyst class is: 581. (2) Reactant: [N:1]1([CH:6]([C:8]2[CH:36]=[CH:35][C:11]([CH2:12][N:13]3[CH:21]=[C:20]4[C:15]([N:16]=[C:17]([C:33]#[N:34])[N:18]=[C:19]4[NH:22][CH2:23][C:24]4[C:29]([Cl:30])=[CH:28][CH:27]=[C:26]([OH:31])[C:25]=4[F:32])=[N:14]3)=[CH:10][CH:9]=2)[CH3:7])[CH:5]=[CH:4][CH:3]=[N:2]1.[C:37](=O)([O-])[O-].[Cs+].[Cs+].IC. Product: [N:1]1([CH:6]([C:8]2[CH:36]=[CH:35][C:11]([CH2:12][N:13]3[CH:21]=[C:20]4[C:15]([N:16]=[C:17]([C:33]#[N:34])[N:18]=[C:19]4[NH:22][CH2:23][C:24]4[C:29]([Cl:30])=[CH:28][CH:27]=[C:26]([O:31][CH3:37])[C:25]=4[F:32])=[N:14]3)=[CH:10][CH:9]=2)[CH3:7])[CH:5]=[CH:4][CH:3]=[N:2]1. The catalyst class is: 3. (3) The catalyst class is: 603. Product: [N:12]1([CH2:11][CH2:10][O:9][CH2:8][C:7]2[CH:6]=[CH:5][C:4]([NH2:1])=[CH:18][CH:17]=2)[CH:16]=[CH:15][N:14]=[N:13]1. Reactant: [N+:1]([C:4]1[CH:18]=[CH:17][C:7]([CH2:8][O:9][CH2:10][CH2:11][N:12]2[CH:16]=[CH:15][N:14]=[N:13]2)=[CH:6][CH:5]=1)([O-])=O.C1COCC1. (4) Reactant: [CH:1]1([C:7]2[CH:20]=[CH:19][C:10]([O:11][CH2:12][C@H:13]3[O:17][C:16]([NH2:18])=[N:15][CH2:14]3)=[CH:9][CH:8]=2)[CH2:6][CH2:5][CH2:4][CH2:3][CH2:2]1.C([O:23][C:24](=O)[C:25]#[C:26][C:27]([F:30])([CH3:29])[CH3:28])C. Product: [CH:1]1([C:7]2[CH:20]=[CH:19][C:10]([O:11][CH2:12][C@H:13]3[O:17][C:16]4=[N:18][C:24](=[O:23])[CH:25]=[C:26]([C:27]([F:30])([CH3:29])[CH3:28])[N:15]4[CH2:14]3)=[CH:9][CH:8]=2)[CH2:2][CH2:3][CH2:4][CH2:5][CH2:6]1. The catalyst class is: 22. (5) Reactant: [C:1]1([CH3:33])[CH:6]=[CH:5][C:4]([S:7]([N:10]2[CH2:15][CH2:14][C@H:13]([C:16](=[O:29])[NH:17][C:18]3[CH:23]=[CH:22][C:21]([O:24][C:25]([F:28])([F:27])[F:26])=[CH:20][CH:19]=3)[CH2:12][C@H:11]2[C:30]([OH:32])=[O:31])(=[O:9])=[O:8])=[CH:3][CH:2]=1.[CH3:34][O:35][C:36]([C@H:38]1[CH2:43][CH2:42][N:41]([S:44]([C:47]2[CH:52]=[CH:51][C:50]([CH3:53])=[CH:49][CH:48]=2)(=[O:46])=[O:45])[C@H:40]([C:54]([OH:56])=[O:55])[CH2:39]1)=[O:37].[Cl-].C[Al+]C. Product: [C:1]1([CH3:33])[CH:2]=[CH:3][C:4]([S:7]([N:10]2[CH2:15][CH2:14][C@@H:13]([C:16](=[O:29])[NH:17][C:18]3[CH:23]=[CH:22][C:21]([O:24][C:25]([F:28])([F:27])[F:26])=[CH:20][CH:19]=3)[CH2:12][C@@H:11]2[C:30]([OH:32])=[O:31])(=[O:9])=[O:8])=[CH:5][CH:6]=1.[CH3:34][O:35][C:36]([C@@H:38]1[CH2:43][CH2:42][N:41]([S:44]([C:47]2[CH:48]=[CH:49][C:50]([CH3:53])=[CH:51][CH:52]=2)(=[O:45])=[O:46])[C@@H:40]([C:54]([OH:56])=[O:55])[CH2:39]1)=[O:37].[F:26][C:25]([F:27])([F:28])[O:24][C:21]1[CH:22]=[CH:23][C:18]([NH2:17])=[CH:19][CH:20]=1. The catalyst class is: 194.